Task: Regression. Given a peptide amino acid sequence and an MHC pseudo amino acid sequence, predict their binding affinity value. This is MHC class II binding data.. Dataset: Peptide-MHC class II binding affinity with 134,281 pairs from IEDB (1) The peptide sequence is DLGYAPATPAAPGAG. The binding affinity (normalized) is 0.390. The MHC is DRB4_0101 with pseudo-sequence DRB4_0103. (2) The peptide sequence is ATSPTAEGGKATTEE. The MHC is HLA-DQA10401-DQB10402 with pseudo-sequence HLA-DQA10401-DQB10402. The binding affinity (normalized) is 0.342. (3) The MHC is DRB1_1101 with pseudo-sequence DRB1_1101. The binding affinity (normalized) is 0.823. The peptide sequence is QQWIQFMMSRRRLLA. (4) The peptide sequence is FSGVAATESAYLAYR. The MHC is HLA-DQA10501-DQB10301 with pseudo-sequence HLA-DQA10501-DQB10301. The binding affinity (normalized) is 0.650. (5) The peptide sequence is VQLIRMAEAEMVIHH. The MHC is DRB1_0301 with pseudo-sequence DRB1_0301. The binding affinity (normalized) is 0.642. (6) The peptide sequence is FTQTMKGVERLAVMG. The MHC is HLA-DQA10501-DQB10303 with pseudo-sequence HLA-DQA10501-DQB10303. The binding affinity (normalized) is 0.530. (7) The binding affinity (normalized) is 0.466. The peptide sequence is NWLNLNEMFPLRMVL. The MHC is DRB1_0101 with pseudo-sequence DRB1_0101. (8) The MHC is HLA-DQA10104-DQB10503 with pseudo-sequence HLA-DQA10104-DQB10503. The peptide sequence is TPTNASHIQSAVVCG. The binding affinity (normalized) is 0. (9) The peptide sequence is RQSGATIADVLAEKE. The MHC is DRB5_0101 with pseudo-sequence DRB5_0101. The binding affinity (normalized) is 0.176.